This data is from Forward reaction prediction with 1.9M reactions from USPTO patents (1976-2016). The task is: Predict the product of the given reaction. Given the reactants [CH:1]1([NH:4][C:5](=[O:30])[C:6]2[CH:11]=[CH:10][C:9]([CH3:12])=[C:8]([NH:13][C:14](=[O:29])[C:15]3[CH:20]=[CH:19][C:18]([O:21][CH2:22][C:23]4[CH:27]=[C:26]([CH3:28])[O:25][N:24]=4)=[CH:17][CH:16]=3)[CH:7]=2)[CH2:3][CH2:2]1.[CH3:31][S:32]([OH:35])(=[O:34])=[O:33], predict the reaction product. The product is: [CH3:31][S:32]([OH:35])(=[O:34])=[O:33].[CH:1]1([NH:4][C:5](=[O:30])[C:6]2[CH:11]=[CH:10][C:9]([CH3:12])=[C:8]([NH:13][C:14](=[O:29])[C:15]3[CH:16]=[CH:17][C:18]([O:21][CH2:22][C:23]4[CH:27]=[C:26]([CH3:28])[O:25][N:24]=4)=[CH:19][CH:20]=3)[CH:7]=2)[CH2:3][CH2:2]1.